Dataset: Catalyst prediction with 721,799 reactions and 888 catalyst types from USPTO. Task: Predict which catalyst facilitates the given reaction. (1) Reactant: [C:1]([O:5][C:6]([N:8]1[CH2:13][CH2:12][CH:11]([CH2:14][N:15]2[C:23]3[C:18](=[CH:19][CH:20]=[C:21]([NH2:24])[CH:22]=3)[C:17]([CH3:26])([CH3:25])[CH2:16]2)[CH2:10][CH2:9]1)=[O:7])([CH3:4])([CH3:3])[CH3:2].Cl[C:28](OC1C=CC([N+]([O-])=O)=CC=1)=[O:29].CO[C:42](=[O:58])[C:43]([CH3:57])([NH:45][CH2:46][C:47]1[C:56]2[C:51](=[CH:52][CH:53]=[CH:54][CH:55]=2)[N:50]=[CH:49][CH:48]=1)[CH3:44]. Product: [C:1]([O:5][C:6]([N:8]1[CH2:13][CH2:12][CH:11]([CH2:14][N:15]2[C:23]3[C:18](=[CH:19][CH:20]=[C:21]([N:24]4[C:42](=[O:58])[C:43]([CH3:44])([CH3:57])[N:45]([CH2:46][C:47]5[C:56]6[C:51](=[CH:52][CH:53]=[CH:54][CH:55]=6)[N:50]=[CH:49][CH:48]=5)[C:28]4=[O:29])[CH:22]=3)[C:17]([CH3:26])([CH3:25])[CH2:16]2)[CH2:10][CH2:9]1)=[O:7])([CH3:4])([CH3:2])[CH3:3]. The catalyst class is: 7. (2) Reactant: [Cl:1][C:2]1[CH:3]=[C:4]2[C:9](=[C:10]([Cl:12])[CH:11]=1)[CH2:8][N:7]([CH3:13])[CH2:6][CH:5]2[C:14]1[CH:19]=[CH:18][C:17]([NH:20][C:21](=[O:30])[NH:22][CH2:23][CH2:24][C:25]([O:27]CC)=[O:26])=[CH:16][CH:15]=1.[OH-].[Na+]. Product: [Cl:1][C:2]1[CH:3]=[C:4]2[C:9](=[C:10]([Cl:12])[CH:11]=1)[CH2:8][N:7]([CH3:13])[CH2:6][CH:5]2[C:14]1[CH:15]=[CH:16][C:17]([NH:20][C:21](=[O:30])[NH:22][CH2:23][CH2:24][C:25]([OH:27])=[O:26])=[CH:18][CH:19]=1. The catalyst class is: 24.